From a dataset of Full USPTO retrosynthesis dataset with 1.9M reactions from patents (1976-2016). Predict the reactants needed to synthesize the given product. The reactants are: C(O)(C(F)(F)F)=O.[F:8][C:9]([F:29])([F:28])[C:10]1([C:23]([O:25][CH2:26][CH3:27])=[O:24])[CH2:15][CH2:14][N:13]([C:16](OC(C)(C)C)=O)[CH2:12][CH2:11]1.C(=O)([O-])[O-].[Na+].[Na+].ClC1[N:42]=[CH:41][C:40]([B:43]([OH:45])[OH:44])=[CH:39][N:38]=1. Given the product [CH2:26]([O:25][C:23]([C:10]1([C:9]([F:8])([F:28])[F:29])[CH2:11][CH2:12][N:13]([C:16]2[N:42]=[CH:41][C:40]([B:43]([OH:45])[OH:44])=[CH:39][N:38]=2)[CH2:14][CH2:15]1)=[O:24])[CH3:27], predict the reactants needed to synthesize it.